This data is from Full USPTO retrosynthesis dataset with 1.9M reactions from patents (1976-2016). The task is: Predict the reactants needed to synthesize the given product. (1) Given the product [C:1]([C:5]1[N:6]=[C:7]([N:16]2[CH2:20][CH2:19][C:18]([F:21])([F:22])[CH2:17]2)[C:8]2[C:9](=[N:11][N:12]([CH2:14][C:15]3[C:50]([Cl:51])=[CH:49][CH:48]=[CH:47][C:46]=3[Cl:52])[N:13]=2)[N:10]=1)([CH3:2])([CH3:3])[CH3:4], predict the reactants needed to synthesize it. The reactants are: [C:1]([C:5]1[N:6]=[C:7]([N:16]2[CH2:20][CH2:19][C:18]([F:22])([F:21])[CH2:17]2)[C:8]2[C:9](=[N:11][N:12]([CH2:14][CH3:15])[N:13]=2)[N:10]=1)([CH3:4])([CH3:3])[CH3:2].C(C1N=C(N2CCC(F)(F)C2)C2N=NNC=2N=1)(C)(C)C.BrCC1[C:50]([Cl:51])=[CH:49][CH:48]=[CH:47][C:46]=1[Cl:52]. (2) Given the product [CH:17]1([C:2]2[CH:3]=[C:4]([CH2:8][NH:9][C:10](=[O:16])[O:11][C:12]([CH3:15])([CH3:14])[CH3:13])[CH:5]=[N:6][CH:7]=2)[CH2:19][CH2:18]1, predict the reactants needed to synthesize it. The reactants are: Br[C:2]1[CH:3]=[C:4]([CH2:8][NH:9][C:10](=[O:16])[O:11][C:12]([CH3:15])([CH3:14])[CH3:13])[CH:5]=[N:6][CH:7]=1.[CH:17]1(B(O)O)[CH2:19][CH2:18]1.P([O-])([O-])([O-])=O.[K+].[K+].[K+].C1(P(C2CCCCC2)C2CCCCC2)CCCCC1. (3) Given the product [CH3:13][C:14]1[N:15]=[CH:16][N:17]([C:2]2[CH:9]=[CH:8][C:7]([N+:10]([O-:12])=[O:11])=[CH:6][C:3]=2[C:4]#[N:5])[CH:18]=1, predict the reactants needed to synthesize it. The reactants are: F[C:2]1[CH:9]=[CH:8][C:7]([N+:10]([O-:12])=[O:11])=[CH:6][C:3]=1[C:4]#[N:5].[CH3:13][C:14]1[N:15]=[CH:16][NH:17][CH:18]=1.C(=O)([O-])[O-].[K+].[K+].CC1N(C2C=CC([N+]([O-])=O)=CC=2C#N)C=NC=1. (4) Given the product [N:20]1[CH:21]=[CH:22][CH:23]=[CH:24][C:19]=1[CH2:18][N:13]1[CH:14]=[C:10]([C:9]#[C:8][C:6]2[CH:5]=[CH:4][N:3]=[C:2]([Cl:1])[CH:7]=2)[N:11]=[C:12]1[CH3:15], predict the reactants needed to synthesize it. The reactants are: [Cl:1][C:2]1[CH:7]=[C:6]([C:8]#[C:9][C:10]2[N:11]=[C:12]([CH3:15])[NH:13][CH:14]=2)[CH:5]=[CH:4][N:3]=1.Br.Br[CH2:18][C:19]1[CH:24]=[CH:23][CH:22]=[CH:21][N:20]=1. (5) Given the product [CH2:18]([O:20][CH2:21][CH2:22][O:23][C:24]1[CH:36]=[CH:35][C:27]([O:28][CH:29]2[CH2:34][CH2:33][N:32]([CH2:2][C:3]([NH:5][C@@H:6]3[CH2:11][O:10][C:9]4=[N:12][C:13]([N+:15]([O-:17])=[O:16])=[CH:14][N:8]4[CH2:7]3)=[O:4])[CH2:31][CH2:30]2)=[CH:26][CH:25]=1)[CH3:19], predict the reactants needed to synthesize it. The reactants are: Cl[CH2:2][C:3]([NH:5][C@@H:6]1[CH2:11][O:10][C:9]2=[N:12][C:13]([N+:15]([O-:17])=[O:16])=[CH:14][N:8]2[CH2:7]1)=[O:4].[CH2:18]([O:20][CH2:21][CH2:22][O:23][C:24]1[CH:36]=[CH:35][C:27]([O:28][CH:29]2[CH2:34][CH2:33][NH:32][CH2:31][CH2:30]2)=[CH:26][CH:25]=1)[CH3:19]. (6) Given the product [CH3:37][C:38]1[S:39][CH:40]=[C:41]([C:43]([NH:30][C:6]2[CH:7]=[C:8]([C:11]3[CH:16]=[CH:15][N:14]=[C:13]4[N:17]([S:20]([C:23]5[CH:28]=[CH:27][C:26]([CH3:29])=[CH:25][CH:24]=5)(=[O:22])=[O:21])[CH:18]=[CH:19][C:12]=34)[CH:9]=[C:10]3[C:5]=2[CH:4]=[N:3][N:2]3[CH3:1])=[O:44])[N:42]=1, predict the reactants needed to synthesize it. The reactants are: [CH3:1][N:2]1[C:10]2[CH:9]=[C:8]([C:11]3[CH:16]=[CH:15][N:14]=[C:13]4[N:17]([S:20]([C:23]5[CH:28]=[CH:27][C:26]([CH3:29])=[CH:25][CH:24]=5)(=[O:22])=[O:21])[CH:18]=[CH:19][C:12]=34)[CH:7]=[C:6]([NH2:30])[C:5]=2[CH:4]=[N:3]1.N1C=CC=CC=1.[CH3:37][C:38]1[S:39][CH:40]=[C:41]([C:43](Cl)=[O:44])[N:42]=1.